This data is from Full USPTO retrosynthesis dataset with 1.9M reactions from patents (1976-2016). The task is: Predict the reactants needed to synthesize the given product. Given the product [C:15]([O:14][C:12]([N:11]1[CH:10]([CH3:19])[C:9](=[O:8])[CH:23]([C:24]([O:26][CH2:27][C:28]2[CH:33]=[CH:32][CH:31]=[CH:30][CH:29]=2)=[O:25])[CH:22]1[C:21]([O:35][CH2:36][C:37]1[CH:42]=[CH:41][CH:40]=[CH:39][CH:38]=1)=[O:34])=[O:13])([CH3:18])([CH3:17])[CH3:16], predict the reactants needed to synthesize it. The reactants are: C([O:8][C:9](=O)[C@@H:10]([CH3:19])[NH:11][C:12]([O:14][C:15]([CH3:18])([CH3:17])[CH3:16])=[O:13])C1C=CC=CC=1.[C:21]([O:35][CH2:36][C:37]1[CH:42]=[CH:41][CH:40]=[CH:39][CH:38]=1)(=[O:34])/[CH:22]=[CH:23]/[C:24]([O:26][CH2:27][C:28]1[CH:33]=[CH:32][CH:31]=[CH:30][CH:29]=1)=[O:25].